Dataset: Forward reaction prediction with 1.9M reactions from USPTO patents (1976-2016). Task: Predict the product of the given reaction. (1) Given the reactants CN(C(ON1N=NC2C=CC=NC1=2)=[N+](C)C)C.F[P-](F)(F)(F)(F)F.[Cl:25][C:26]1[N:30]2[CH:31]=[C:32]([C:39]3[CH2:43][CH2:42][CH2:41][CH:40]=3)[CH:33]=[C:34]([C:35]([F:38])([F:37])[F:36])[C:29]2=[N:28][C:27]=1[C:44]([OH:46])=O.Cl.[NH:48]1[CH2:52][CH:51]=[C:50]([C:53]2[S:54][CH:55]=[CH:56][N:57]=2)[CH2:49]1, predict the reaction product. The product is: [Cl:25][C:26]1[N:30]2[CH:31]=[C:32]([C:39]3[CH2:43][CH2:42][CH2:41][CH:40]=3)[CH:33]=[C:34]([C:35]([F:37])([F:38])[F:36])[C:29]2=[N:28][C:27]=1[C:44]([N:48]1[CH2:52][CH:51]=[C:50]([C:53]2[S:54][CH:55]=[CH:56][N:57]=2)[CH2:49]1)=[O:46]. (2) Given the reactants [OH:1][CH2:2][C:3]1[CH:8]=[CH:7][C:6]([O:9][C:10](=[O:19])[N:11]([CH3:18])[C:12]2[CH:17]=[CH:16][CH:15]=[CH:14][CH:13]=2)=[CH:5][CH:4]=1.[CH3:20][N:21]([CH3:31])[CH2:22][CH2:23][C:24]1[CH:29]=[CH:28][C:27](O)=[CH:26][CH:25]=1, predict the reaction product. The product is: [CH3:31][N:21]([CH3:20])[CH2:22][CH2:23][C:24]1[CH:29]=[CH:28][C:27]([O:1][CH2:2][C:3]2[CH:4]=[CH:5][C:6]([O:9][C:10](=[O:19])[N:11]([CH3:18])[C:12]3[CH:13]=[CH:14][CH:15]=[CH:16][CH:17]=3)=[CH:7][CH:8]=2)=[CH:26][CH:25]=1. (3) Given the reactants [Br:1][C:2]1[CH:3]=[C:4]([OH:8])[CH:5]=[CH:6][CH:7]=1.Cl[CH2:10][CH2:11][N:12]([CH3:14])[CH3:13].C(=O)([O-])[O-].[K+].[K+], predict the reaction product. The product is: [Br:1][C:2]1[CH:3]=[C:4]([CH:5]=[CH:6][CH:7]=1)[O:8][CH2:10][CH2:11][N:12]([CH3:14])[CH3:13]. (4) Given the reactants Cl.[NH2:2]N.C[N:5](C)/[CH:6]=[CH:7]/[C:8](=O)[CH:9]([O:12][CH3:13])[O:10][CH3:11].CO, predict the reaction product. The product is: [CH3:11][O:10][CH:9]([O:12][CH3:13])[C:8]1[NH:2][N:5]=[CH:6][CH:7]=1. (5) Given the reactants [OH-:1].[Na+].[OH-].[NH4+].[Cl:5][C:6]1[O:10][C:9]([CH:11]=[O:12])=[CH:8][CH:7]=1, predict the reaction product. The product is: [Cl:5][C:6]1[O:10][C:9]([C:11]([OH:1])=[O:12])=[CH:8][CH:7]=1.